Dataset: Reaction yield outcomes from USPTO patents with 853,638 reactions. Task: Predict the reaction yield, written as a fraction of the theoretical maximum amount of product (1.0 means a 100% yield; for example, 0.34 means a 34% yield). The reactants are O[C:2]1[CH:36]=[CH:35][CH:34]=[CH:33][C:3]=1[CH2:4][C:5]1[C:6]([CH:16]([OH:32])[C:17]2[CH:22]=[CH:21][C:20]([O:23][CH2:24][CH2:25][N:26]3[CH2:31][CH2:30][CH2:29][CH2:28][CH2:27]3)=[CH:19][CH:18]=2)=[C:7]2[C:12](=[CH:13][CH:14]=1)[CH:11]=[C:10]([OH:15])[CH:9]=[CH:8]2. The catalyst is Cl.C(Cl)Cl. The product is [N:26]1([CH2:25][CH2:24][O:23][C:20]2[CH:21]=[CH:22][C:17]([CH:16]3[C:6]4[C:7]5[CH:8]=[CH:9][C:10]([OH:15])=[CH:11][C:12]=5[CH:13]=[CH:14][C:5]=4[CH2:4][C:3]4[CH:2]=[CH:36][CH:35]=[CH:34][C:33]=4[O:32]3)=[CH:18][CH:19]=2)[CH2:31][CH2:30][CH2:29][CH2:28][CH2:27]1. The yield is 0.560.